This data is from Catalyst prediction with 721,799 reactions and 888 catalyst types from USPTO. The task is: Predict which catalyst facilitates the given reaction. (1) Reactant: [CH2:1]([O:8][C:9](=[O:18])[CH:10]=[C:11]1[CH2:14][CH:13]([C:15]([OH:17])=O)[CH2:12]1)[C:2]1[CH:7]=[CH:6][CH:5]=[CH:4][CH:3]=1.CN1CCOCC1.ClC(OCC(C)C)=O.Cl.[CH3:35][O:36][NH:37][CH3:38]. Product: [CH3:35][O:36][N:37]([CH3:38])[C:15]([CH:13]1[CH2:12][C:11](=[CH:10][C:9]([O:8][CH2:1][C:2]2[CH:3]=[CH:4][CH:5]=[CH:6][CH:7]=2)=[O:18])[CH2:14]1)=[O:17]. The catalyst class is: 2. (2) Reactant: [CH2:1]([O:8][C:9](=[O:19])[NH:10][CH2:11][C@H:12]([NH2:18])[C@@H:13]([OH:17])[C:14]#[C:15][CH3:16])[C:2]1[CH:7]=[CH:6][CH:5]=[CH:4][CH:3]=1.[C:20]([O:26][CH2:27][C:28]1[CH:33]=[CH:32][CH:31]=[CH:30][CH:29]=1)(=[O:25])[CH2:21][C:22]([O-])=[O:23].C(N(CC)C(C)C)(C)C.CN(C(ON1N=NC2C=CC=NC1=2)=[N+](C)C)C.F[P-](F)(F)(F)(F)F. Product: [CH2:27]([O:26][C:20](=[O:25])[CH2:21][C:22]([NH:18][C@@H:12]([CH2:11][NH:10][C:9]([O:8][CH2:1][C:2]1[CH:3]=[CH:4][CH:5]=[CH:6][CH:7]=1)=[O:19])[C@@H:13]([OH:17])[C:14]#[C:15][CH3:16])=[O:23])[C:28]1[CH:33]=[CH:32][CH:31]=[CH:30][CH:29]=1. The catalyst class is: 59. (3) Reactant: [CH:1]1[C:6]([N:7]=[C:8]=[S:9])=[CH:5][C:4]2[C:10]([O:12][C:13]3([C:23]4[CH:24]=[CH:25][C:26]([OH:28])=[CH:27][C:22]=4[O:21][C:15]4[CH:16]=[C:17]([OH:20])[CH:18]=[CH:19][C:14]3=4)[C:3]=2[CH:2]=1)=[O:11].[SiH4:29].CCNC1C=C2OC3C(C=C(C)/C(/C=3)=N/CC)=C(C3C=CC=CC=3C([O:60][CH2:61][CH3:62])=O)C2=CC=1C.CCN(C1C=CC2C(C3C=CC=CC=3[C:93]([CH3:95])=[O:94])=C3C(=CC(C=C3)=[N+](CC)CC)OC=2C=1)CC.N.[CH2:97]([OH:99])[CH3:98]. Product: [CH:1]1[C:6]([N:7]=[C:8]=[S:9])=[CH:5][C:4]2[C:10]([O:12][C:13]3([C:14]4[CH:19]=[CH:18][C:17]([OH:20])=[CH:16][C:15]=4[O:21][C:22]4[CH:27]=[C:26]([OH:28])[CH:25]=[CH:24][C:23]3=4)[C:3]=2[CH:2]=1)=[O:11].[CH2:97]([O:99][Si:29]([O:28][CH2:26][CH3:27])([O:60][CH2:61][CH3:62])[O:94][CH2:93][CH3:95])[CH3:98]. The catalyst class is: 6. (4) Reactant: O.[C@@H:2]1([N:10]2[C:19]3[N:18]=[CH:17][N:16]=[C:14]([NH2:15])[C:13]=3[N:12]=[CH:11]2)[O:9][C@H:6]([CH2:7][OH:8])[C@@H:4]([OH:5])[CH2:3]1.O.C[Si](C)(C)N[Si](C)(C)C.CO[C:32]1[CH:51]=[CH:50][CH:49]=[CH:48][C:33]=1[C:34](Cl)([C:41]1[CH:46]=[CH:45][CH:44]=[CH:43][CH:42]=1)[C:35]1[CH:40]=[CH:39][CH:38]=[CH:37][CH:36]=1.CN1CC[O:56][CH2:55]C1. Product: [CH3:55][O:56][NH:15][C:14]1[C:13]2[N:12]=[CH:11][N:10]([C:19]=2[N:18]=[CH:17][N:16]=1)[C@:2]1([C:34]([C:33]2[CH:48]=[CH:49][CH:50]=[CH:51][CH:32]=2)([C:35]2[CH:36]=[CH:37][CH:38]=[CH:39][CH:40]=2)[C:41]2[CH:46]=[CH:45][CH:44]=[CH:43][CH:42]=2)[O:9][C@H:6]([CH2:7][OH:8])[C@@H:4]([OH:5])[CH2:3]1. The catalyst class is: 852.